This data is from Peptide-MHC class I binding affinity with 185,985 pairs from IEDB/IMGT. The task is: Regression. Given a peptide amino acid sequence and an MHC pseudo amino acid sequence, predict their binding affinity value. This is MHC class I binding data. (1) The peptide sequence is VMVTILLCCM. The MHC is HLA-A02:03 with pseudo-sequence HLA-A02:03. The binding affinity (normalized) is 0.403. (2) The binding affinity (normalized) is 0. The peptide sequence is KPQQGASGV. The MHC is HLA-A32:01 with pseudo-sequence HLA-A32:01. (3) The peptide sequence is MMNERDVSV. The MHC is HLA-A02:01 with pseudo-sequence HLA-A02:01. The binding affinity (normalized) is 0.989. (4) The peptide sequence is ILKKIIPTL. The binding affinity (normalized) is 0.749. The MHC is HLA-A02:02 with pseudo-sequence HLA-A02:02. (5) The MHC is HLA-A01:01 with pseudo-sequence HLA-A01:01. The binding affinity (normalized) is 0.616. The peptide sequence is FLSMLNLTKY. (6) The MHC is HLA-A02:06 with pseudo-sequence HLA-A02:06. The peptide sequence is MAISCVPNAV. The binding affinity (normalized) is 0.694. (7) The binding affinity (normalized) is 0.0484. The MHC is H-2-Kb with pseudo-sequence H-2-Kb. The peptide sequence is RDLLFKLLE.